Dataset: Full USPTO retrosynthesis dataset with 1.9M reactions from patents (1976-2016). Task: Predict the reactants needed to synthesize the given product. (1) Given the product [F:39][C:33]1[CH:34]=[C:35]([F:38])[CH:36]=[CH:37][C:32]=1[O:31][CH:28]1[CH2:27][CH2:26][N:25]([C:20]2[N:21]=[C:22]3[CH2:23][CH2:24][NH:15][CH2:16][C:17]3=[N:18][C:19]=2[NH:40][C@H:41]([CH3:45])[CH2:42][O:43][CH3:44])[CH2:30][CH2:29]1, predict the reactants needed to synthesize it. The reactants are: OC(C(F)(F)F)=O.C([N:15]1[CH2:24][CH2:23][C:22]2[C:17](=[N:18][C:19]([NH:40][C@H:41]([CH3:45])[CH2:42][O:43][CH3:44])=[C:20]([N:25]3[CH2:30][CH2:29][CH:28]([O:31][C:32]4[CH:37]=[CH:36][C:35]([F:38])=[CH:34][C:33]=4[F:39])[CH2:27][CH2:26]3)[N:21]=2)[CH2:16]1)C1C=CC=CC=1. (2) Given the product [Cl:38][C:35]1[CH:36]=[CH:37][C:32]([CH2:31][CH:18]2[CH2:22][CH2:21][C:20]3([CH2:23][O:24][C:25]([CH3:29])([CH3:28])[O:26][CH2:27]3)[C:19]2=[O:30])=[CH:33][CH:34]=1, predict the reactants needed to synthesize it. The reactants are: CC(N(C)C)=O.C(N(CC)CC)C.COC([C:18]1([CH2:31][C:32]2[CH:37]=[CH:36][C:35]([Cl:38])=[CH:34][CH:33]=2)[CH2:22][CH2:21][C:20]2([CH2:27][O:26][C:25]([CH3:29])([CH3:28])[O:24][CH2:23]2)[C:19]1=[O:30])=O.C(O)(=O)C. (3) Given the product [CH3:1][N:2]([CH3:15])[C:3]1[C:12]2[C:7](=[CH:8][C:9]([CH2:13][NH:16][C:17]3[CH:22]=[CH:21][CH:20]=[CH:19][CH:18]=3)=[CH:10][CH:11]=2)[CH:6]=[N:5][N:4]=1, predict the reactants needed to synthesize it. The reactants are: [CH3:1][N:2]([CH3:15])[C:3]1[C:12]2[C:7](=[CH:8][C:9]([CH:13]=O)=[CH:10][CH:11]=2)[CH:6]=[N:5][N:4]=1.[NH2:16][C:17]1[CH:22]=[CH:21][CH:20]=[CH:19][CH:18]=1.[O-]S([O-])(=O)=O.[Mg+2].[Na].